Dataset: Catalyst prediction with 721,799 reactions and 888 catalyst types from USPTO. Task: Predict which catalyst facilitates the given reaction. (1) Reactant: CON(C)[C:4]([CH:6]1[CH2:12][CH2:11][CH2:10][CH2:9][CH2:8][CH2:7]1)=[O:5].[Li][C:15]1[CH:16]=[N:17][CH:18]=[CH:19][CH:20]=1. Product: [CH:6]1([C:4]([C:15]2[CH:16]=[N:17][CH:18]=[CH:19][CH:20]=2)=[O:5])[CH2:7][CH2:8][CH2:9][CH2:10][CH2:11][CH2:12]1. The catalyst class is: 28. (2) Reactant: [N:1]([CH2:4][CH2:5][CH2:6][N:7]([CH2:18][C:19]1[N:20]=[N:21][N:22]([CH2:24][CH2:25][CH2:26][CH2:27][C:28]([O:30]CC)=[O:29])[CH:23]=1)[CH2:8][C:9]1[N:10]=[N:11][N:12]([C:14]([CH3:17])([CH3:16])[CH3:15])[CH:13]=1)=[N+:2]=[N-:3].[OH-].[Na+]. Product: [N:1]([CH2:4][CH2:5][CH2:6][N:7]([CH2:18][C:19]1[N:20]=[N:21][N:22]([CH2:24][CH2:25][CH2:26][CH2:27][C:28]([OH:30])=[O:29])[CH:23]=1)[CH2:8][C:9]1[N:10]=[N:11][N:12]([C:14]([CH3:15])([CH3:17])[CH3:16])[CH:13]=1)=[N+:2]=[N-:3]. The catalyst class is: 14.